Dataset: Retrosynthesis with 50K atom-mapped reactions and 10 reaction types from USPTO. Task: Predict the reactants needed to synthesize the given product. Given the product COc1cc2nccc(Oc3ccc(NC(=S)NC(=O)c4ccc(C5CCCCC5)cc4)cc3)c2cc1OC, predict the reactants needed to synthesize it. The reactants are: COc1cc2nccc(Oc3ccc(N)cc3)c2cc1OC.O=C(N=C=S)c1ccc(C2CCCCC2)cc1.